Predict which catalyst facilitates the given reaction. From a dataset of Catalyst prediction with 721,799 reactions and 888 catalyst types from USPTO. (1) Reactant: [CH2:1]([O:3][C:4]1[CH:11]=[CH:10][CH:9]=[CH:8][C:5]=1[C:6]#[N:7])[CH3:2].[NH4+:12].[Cl-].C[Al](C)C. Product: [CH2:1]([O:3][C:4]1[CH:11]=[CH:10][CH:9]=[CH:8][C:5]=1[C:6]([NH2:12])=[NH:7])[CH3:2]. The catalyst class is: 11. (2) The catalyst class is: 3. Reactant: [C:1]([O:5][C@@H:6]([C:12]1[C:13]([CH3:27])=[N:14][C:15]2[N:16]([N:19]=[C:20]([C:22]([O:24][CH2:25][CH3:26])=[O:23])[CH:21]=2)[C:17]=1I)[C:7]([O:9][CH2:10][CH3:11])=[O:8])([CH3:4])([CH3:3])[CH3:2].[CH:28]([C:30]1[CH:35]=[CH:34][CH:33]=[CH:32][C:31]=1B(O)O)=[CH2:29].C([O-])([O-])=O.[Na+].[Na+]. Product: [C:1]([O:5][C@@H:6]([C:12]1[C:13]([CH3:27])=[N:14][C:15]2[N:16]([N:19]=[C:20]([C:22]([O:24][CH2:25][CH3:26])=[O:23])[CH:21]=2)[C:17]=1[C:31]1[CH:32]=[CH:33][CH:34]=[CH:35][C:30]=1[CH:28]=[CH2:29])[C:7]([O:9][CH2:10][CH3:11])=[O:8])([CH3:4])([CH3:3])[CH3:2]. (3) Reactant: [NH:1]1[CH2:7][CH2:6][CH2:5][C:4](=[O:8])[CH2:3][CH2:2]1.C([O-])([O-])=O.[K+].[K+].[CH:15]1[CH:20]=[CH:19][C:18]([CH2:21][O:22][C:23](Cl)=[O:24])=[CH:17][CH:16]=1. Product: [O:8]=[C:4]1[CH2:5][CH2:6][CH2:7][N:1]([C:23]([O:22][CH2:21][C:18]2[CH:19]=[CH:20][CH:15]=[CH:16][CH:17]=2)=[O:24])[CH2:2][CH2:3]1. The catalyst class is: 161. (4) Reactant: [N+:1]([C:4]1[CH:59]=[CH:58][C:7]([CH2:8][N:9]2[CH2:24][CH2:23][CH2:22][N:21]([CH2:25][C:26]([O:28]CC3C=CC=CC=3)=[O:27])[CH2:20][CH2:19][CH2:18][N:17]([CH2:36][C:37]([O:39]CC3C=CC=CC=3)=[O:38])[CH2:16][CH2:15][CH2:14][N:13]([CH2:47][C:48]([O:50]CC3C=CC=CC=3)=[O:49])[CH2:12][CH2:11][CH2:10]2)=[CH:6][CH:5]=1)([O-])=O.[OH-].[Na+].CO. Product: [NH2:1][C:4]1[CH:5]=[CH:6][C:7]([CH2:8][N:9]2[CH2:10][CH2:11][CH2:12][N:13]([CH2:47][C:48]([OH:50])=[O:49])[CH2:14][CH2:15][CH2:16][N:17]([CH2:36][C:37]([OH:39])=[O:38])[CH2:18][CH2:19][CH2:20][N:21]([CH2:25][C:26]([OH:28])=[O:27])[CH2:22][CH2:23][CH2:24]2)=[CH:58][CH:59]=1. The catalyst class is: 522. (5) Reactant: Br[C:2](Br)=[CH:3][C:4]1[CH:9]=[CH:8][CH:7]=[C:6]([F:10])[CH:5]=1.C([Li])CCC.Cl[C:18]([O:20][CH3:21])=[O:19]. Product: [CH3:21][O:20][C:18](=[O:19])[C:2]#[C:3][C:4]1[CH:9]=[CH:8][CH:7]=[C:6]([F:10])[CH:5]=1. The catalyst class is: 1. (6) Reactant: Br[C:2](=[CH2:18])[CH2:3][NH:4][C:5]1[CH:10]=[C:9]([C:11]2[CH:12]=[N:13][C:14]([CH3:17])=[CH:15][CH:16]=2)[N:8]=[CH:7][N:6]=1.CC1(C)C(C)(C)OB([C:27]2[CH:32]=[CH:31][N:30]=[C:29]3[O:33][CH2:34][CH2:35][O:36][C:28]=23)O1.C([O-])([O-])=O.[Na+].[Na+]. Product: [O:36]1[C:28]2[C:29](=[N:30][CH:31]=[CH:32][C:27]=2[C:2](=[CH2:18])[CH2:3][NH:4][C:5]2[CH:10]=[C:9]([C:11]3[CH:12]=[N:13][C:14]([CH3:17])=[CH:15][CH:16]=3)[N:8]=[CH:7][N:6]=2)[O:33][CH2:34][CH2:35]1. The catalyst class is: 418. (7) Reactant: [N:1]1S[N:4]=[C:3]2[CH:6]=[C:7]([CH:10]=[C:11]3[S:15][C:14](=[N:16][C:17]4[CH:22]=[CH:21][CH:20]=[CH:19][C:18]=4[Br:23])[NH:13][C:12]3=[O:24])[CH:8]=[CH:9][C:2]=12.[NH4+].[Cl-]. Product: [Br:23][C:18]1[CH:19]=[CH:20][CH:21]=[CH:22][C:17]=1[NH:16][C:14]1[S:15][C:11](=[CH:10][C:7]2[CH:8]=[CH:9][C:2]([NH2:1])=[C:3]([NH2:4])[CH:6]=2)[C:12](=[O:24])[N:13]=1. The catalyst class is: 8.